Task: Predict the product of the given reaction.. Dataset: Forward reaction prediction with 1.9M reactions from USPTO patents (1976-2016) (1) Given the reactants [CH2:1]([NH:4][C:5]1[N:10]=[C:9]([NH:11][CH2:12][CH2:13][CH3:14])[N:8]=[C:7]([N:15]([CH2:18][C:19]2[CH:24]=[CH:23][C:22]([F:25])=[CH:21][CH:20]=2)[O:16][CH3:17])[N:6]=1)[CH2:2][CH3:3].[ClH:26].C(OCC)C, predict the reaction product. The product is: [ClH:26].[CH2:12]([NH:11][C:9]1[N:10]=[C:5]([NH:4][CH2:1][CH2:2][CH3:3])[N:6]=[C:7]([N:15]([CH2:18][C:19]2[CH:24]=[CH:23][C:22]([F:25])=[CH:21][CH:20]=2)[O:16][CH3:17])[N:8]=1)[CH2:13][CH3:14]. (2) Given the reactants [NH2:1][C@H:2]([C:12]1[CH:17]=[CH:16][C:15]([Cl:18])=[CH:14][CH:13]=1)[C@@H:3]([C:5]1[CH:10]=[CH:9][CH:8]=[C:7]([Cl:11])[CH:6]=1)[OH:4].C(N(CC)CC)C.[Cl:26][CH2:27][C:28](Cl)=[O:29].[NH4+].[Cl-], predict the reaction product. The product is: [Cl:26][CH2:27][C:28]([NH:1][C@H:2]([C:12]1[CH:17]=[CH:16][C:15]([Cl:18])=[CH:14][CH:13]=1)[C@@H:3]([C:5]1[CH:10]=[CH:9][CH:8]=[C:7]([Cl:11])[CH:6]=1)[OH:4])=[O:29]. (3) Given the reactants [NH2:1][C@H:2]([C:4]1[N:9]([C:10]2[CH:15]=[CH:14][CH:13]=[CH:12][CH:11]=2)[C:8](=[O:16])[C:7]2=[C:17]([CH3:20])[CH:18]=[CH:19][N:6]2[N:5]=1)[CH3:3].Cl[C:22]1[C:23]2[C:30]([S:31][C:32]3[CH:37]=[CH:36][CH:35]=[C:34]([O:38][CH3:39])[CH:33]=3)=[CH:29][N:28]([CH2:40][O:41][CH2:42][CH2:43][Si:44]([CH3:47])([CH3:46])[CH3:45])[C:24]=2[N:25]=[CH:26][N:27]=1.C(N(CC)C(C)C)(C)C.[F-].[Cs+], predict the reaction product. The product is: [CH3:39][O:38][C:34]1[CH:33]=[C:32]([S:31][C:30]2[C:23]3[C:22]([NH:1][C@H:2]([C:4]4[N:9]([C:10]5[CH:15]=[CH:14][CH:13]=[CH:12][CH:11]=5)[C:8](=[O:16])[C:7]5=[C:17]([CH3:20])[CH:18]=[CH:19][N:6]5[N:5]=4)[CH3:3])=[N:27][CH:26]=[N:25][C:24]=3[N:28]([CH2:40][O:41][CH2:42][CH2:43][Si:44]([CH3:45])([CH3:47])[CH3:46])[CH:29]=2)[CH:37]=[CH:36][CH:35]=1. (4) Given the reactants [Br:1][C:2]1[CH:3]=[C:4]2[C:10](I)=[N:9][NH:8][C:5]2=[N:6][CH:7]=1.C(N(CC)C(C)C)(C)C.[CH2:21]([N:24]([CH3:26])[CH3:25])[C:22]#[CH:23].ClCCl, predict the reaction product. The product is: [Br:1][C:2]1[CH:3]=[C:4]2[C:10]([C:23]#[C:22][CH2:21][N:24]([CH3:26])[CH3:25])=[N:9][NH:8][C:5]2=[N:6][CH:7]=1. (5) The product is: [CH3:20][C:21]1[C:22]([N:28]2[CH2:29][CH2:30][N:31]([C:14]([C:13]3[CH:12]=[CH:11][C:10]([C:7]([N:3]4[CH2:4][CH2:5][CH2:6][S:2]4(=[O:1])=[O:19])([CH3:8])[CH3:9])=[CH:18][CH:17]=3)=[O:16])[CH2:32][CH2:33]2)=[N:23][CH:24]=[C:25]([CH3:27])[CH:26]=1. Given the reactants [O:1]=[S:2]1(=[O:19])[CH2:6][CH2:5][CH2:4][N:3]1[C:7]([C:10]1[CH:18]=[CH:17][C:13]([C:14]([OH:16])=O)=[CH:12][CH:11]=1)([CH3:9])[CH3:8].[CH3:20][C:21]1[C:22]([N:28]2[CH2:33][CH2:32][NH:31][CH2:30][CH2:29]2)=[N:23][CH:24]=[C:25]([CH3:27])[CH:26]=1, predict the reaction product. (6) Given the reactants [CH3:1][C:2]([CH3:9])=[CH:3][C:4]([N:6]=[C:7]=[S:8])=[O:5].[NH:10]1[CH2:14][CH2:13][CH2:12][CH2:11]1, predict the reaction product. The product is: [N:10]1([C:7]([NH:6][C:4](=[O:5])[CH:3]=[C:2]([CH3:9])[CH3:1])=[S:8])[CH2:14][CH2:13][CH2:12][CH2:11]1. (7) Given the reactants [Si]([O:8][CH2:9][C@H:10]1[O:12][C@H:11]1[C@H:13]([O:22][CH2:23][O:24][CH3:25])[CH2:14][C:15](=[CH2:21])[C:16]([O:18][CH2:19][CH3:20])=[O:17])(C(C)(C)C)(C)C.[F-].C([N+](CCCC)(CCCC)CCCC)CCC, predict the reaction product. The product is: [OH:8][CH2:9][C@H:10]1[O:12][C@H:11]1[C@H:13]([O:22][CH2:23][O:24][CH3:25])[CH2:14][C:15](=[CH2:21])[C:16]([O:18][CH2:19][CH3:20])=[O:17].